Dataset: Catalyst prediction with 721,799 reactions and 888 catalyst types from USPTO. Task: Predict which catalyst facilitates the given reaction. (1) Reactant: Cl[C:2]1[N:3]=[CH:4][C:5]([C:8]([O:10][CH3:11])=[O:9])=[N:6][CH:7]=1.[CH3:12][C:13]([OH:17])([C:15]#[CH:16])[CH3:14].N12CCCN=C1CCCCC2. Product: [CH3:12][C:13]([O:17][C:2]1[N:3]=[CH:4][C:5]([C:8]([O:10][CH3:11])=[O:9])=[N:6][CH:7]=1)([C:15]#[CH:16])[CH3:14]. The catalyst class is: 277. (2) Reactant: [Br:1][C:2]1[CH:3]=[C:4]([C:11]([O:13][CH3:14])=[O:12])[C:5]2[CH:6]=[N:7][NH:8][C:9]=2[CH:10]=1.[H-].[Na+].Br[CH:18]([CH3:20])[CH3:19]. Product: [Br:1][C:2]1[CH:3]=[C:4]([C:11]([O:13][CH3:14])=[O:12])[C:5]2[CH:6]=[N:7][N:8]([CH:18]([CH3:20])[CH3:19])[C:9]=2[CH:10]=1.[Br:1][C:2]1[CH:3]=[C:4]([C:11]([O:13][CH3:14])=[O:12])[C:5]2[C:9]([CH:10]=1)=[N:8][N:7]([CH:18]([CH3:20])[CH3:19])[CH:6]=2. The catalyst class is: 9. (3) Reactant: [NH:1]1[CH:5]=[C:4]([C:6]2[S:10][C:9]([C:11]([NH:13][C:14]3[N:18]([CH2:19][CH:20]4[CH2:23][N:22]([C:24](=[O:40])[C:25]([C:38]#[N:39])=[CH:26][C:27]([NH:30]C(=O)OC(C)(C)C)([CH3:29])[CH3:28])[CH2:21]4)[C:17]4[CH:41]=[CH:42][CH:43]=[CH:44][C:16]=4[N:15]=3)=[O:12])=[CH:8][CH:7]=2)[CH:3]=[N:2]1.[F:45][C:46]([F:51])([F:50])[C:47]([OH:49])=[O:48]. The catalyst class is: 4. Product: [F:45][C:46]([F:51])([F:50])[C:47]([OH:49])=[O:48].[NH2:30][C:27]([CH3:29])([CH3:28])[CH:26]=[C:25]([C:38]#[N:39])[C:24]([N:22]1[CH2:21][CH:20]([CH2:19][N:18]2[C:17]3[CH:41]=[CH:42][CH:43]=[CH:44][C:16]=3[N:15]=[C:14]2[NH:13][C:11]([C:9]2[S:10][C:6]([C:4]3[CH:5]=[N:1][NH:2][CH:3]=3)=[CH:7][CH:8]=2)=[O:12])[CH2:23]1)=[O:40]. (4) Reactant: Cl.Cl.[F:3][C:4]([F:20])([F:19])[C:5]1[N:9]2[CH2:10][CH2:11][NH:12][C:13]3([CH2:18][CH2:17][NH:16][CH2:15][CH2:14]3)[C:8]2=[CH:7][CH:6]=1.[CH:21]([O:24][C:25]1[CH:33]=[CH:32][C:28]([C:29](O)=[O:30])=[CH:27][C:26]=1[O:34][CH3:35])([CH3:23])[CH3:22].ON1C2C=CC=CC=2N=N1.C(N=C=NCCCN(C)C)C.CN1CCOCC1. Product: [CH:21]([O:24][C:25]1[CH:33]=[CH:32][C:28]([C:29]([N:16]2[CH2:15][CH2:14][C:13]3([NH:12][CH2:11][CH2:10][N:9]4[C:5]([C:4]([F:3])([F:19])[F:20])=[CH:6][CH:7]=[C:8]34)[CH2:18][CH2:17]2)=[O:30])=[CH:27][C:26]=1[O:34][CH3:35])([CH3:23])[CH3:22]. The catalyst class is: 34. (5) Reactant: S(Cl)([Cl:3])=O.[CH:5]1([CH2:8][O:9][C:10]2[CH:32]=[CH:31][C:13]([C:14]([NH:16][C:17]3[C:26]([CH3:27])=[C:25]4[C:20]([CH:21]=[C:22]([CH:28](O)[CH3:29])[CH:23]=[N:24]4)=[CH:19][CH:18]=3)=[O:15])=[CH:12][CH:11]=2)[CH2:7][CH2:6]1. Product: [ClH:3].[Cl:3][CH:28]([C:22]1[CH:23]=[N:24][C:25]2[C:20]([CH:21]=1)=[CH:19][CH:18]=[C:17]([NH:16][C:14](=[O:15])[C:13]1[CH:31]=[CH:32][C:10]([O:9][CH2:8][CH:5]3[CH2:7][CH2:6]3)=[CH:11][CH:12]=1)[C:26]=2[CH3:27])[CH3:29]. The catalyst class is: 27. (6) Reactant: [NH:1]1[C:9]2[C:4](=[CH:5][CH:6]=[CH:7][CH:8]=2)[CH:3]=[CH:2]1.[H][H].C=O.CC1(C)O[C:19](=O)[CH2:18][C:17](=[O:22])[O:16]1.C(N(CC)CC)C. Product: [NH:1]1[C:9]2[C:4](=[CH:5][CH:6]=[CH:7][CH:8]=2)[C:3]([CH2:19][CH2:18][C:17]([OH:22])=[O:16])=[CH:2]1. The catalyst class is: 47. (7) Reactant: [Cl:1][C:2]1[C:3]([F:16])=[CH:4][C:5]([N+:13]([O-])=O)=[C:6]([N:8]([CH:10]2[CH2:12][CH2:11]2)[CH3:9])[CH:7]=1.C(OCC)(=O)C. Product: [Cl:1][C:2]1[CH:7]=[C:6]([N:8]([CH:10]2[CH2:11][CH2:12]2)[CH3:9])[C:5]([NH2:13])=[CH:4][C:3]=1[F:16]. The catalyst class is: 19.